This data is from Reaction yield outcomes from USPTO patents with 853,638 reactions. The task is: Predict the reaction yield, written as a fraction of the theoretical maximum amount of product (1.0 means a 100% yield; for example, 0.34 means a 34% yield). The reactants are [CH2:1]([O:8][C:9]1[CH:21]=[C:20]2[C:12]([C:13]3[CH:14]=[CH:15][C:16]([OH:22])=[CH:17][C:18]=3[NH:19]2)=[CH:11][CH:10]=1)[C:2]1C=CC=CC=1.C(=O)([O-])[O-].[Cs+].[Cs+].BrCC[F:32]. The catalyst is CN(C=O)C.O.C(O)(=O)C.[Pd]. The product is [F:32][CH2:2][CH2:1][O:8][C:9]1[CH:21]=[C:20]2[C:12]([C:13]3[CH:14]=[CH:15][C:16]([OH:22])=[CH:17][C:18]=3[NH:19]2)=[CH:11][CH:10]=1. The yield is 0.310.